From a dataset of Full USPTO retrosynthesis dataset with 1.9M reactions from patents (1976-2016). Predict the reactants needed to synthesize the given product. (1) Given the product [CH2:25]([O:1][C:2]1[C:15]2[C:14](=[O:16])[C:13]3[C:8](=[C:9]([O:17][CH2:32][CH:30]=[CH2:29])[CH:10]=[CH:11][CH:12]=3)[C:7](=[O:18])[C:6]=2[CH:5]=[CH:4][CH:3]=1)[CH:26]=[CH2:27], predict the reactants needed to synthesize it. The reactants are: [OH:1][C:2]1[C:15]2[C:14](=[O:16])[C:13]3[C:8](=[C:9]([OH:17])[CH:10]=[CH:11][CH:12]=3)[C:7](=[O:18])[C:6]=2[CH:5]=[CH:4][CH:3]=1.C([O-])([O-])=O.[K+].[K+].[CH2:25](Br)[CH:26]=[CH2:27].[CH3:29][C:30]([CH3:32])=O. (2) Given the product [C:45]([CH2:49][NH:48][C:16]([C@@H:14]1[CH2:15][CH:11]([S:8]([C:3]2[CH:4]=[CH:5][CH:6]=[CH:7][C:2]=2[Cl:1])(=[O:10])=[O:9])[CH2:12][C@H:13]1[CH2:19][O:20][C:21]1[CH:26]=[CH:25][C:24]([Cl:27])=[CH:23][CH:22]=1)=[O:18])#[N:46], predict the reactants needed to synthesize it. The reactants are: [Cl:1][C:2]1[CH:7]=[CH:6][CH:5]=[CH:4][C:3]=1[S:8]([CH:11]1[CH2:15][C@@H:14]([C:16]([OH:18])=O)[C@H:13]([CH2:19][O:20][C:21]2[CH:26]=[CH:25][C:24]([Cl:27])=[CH:23][CH:22]=2)[CH2:12]1)(=[O:10])=[O:9].Cl.CN(C)CCCN=C=NCC.OC1[C:49]2[N:48]=N[NH:46][C:45]=2C=CC=1.C(N(C(C)C)C(C)C)C.NCC#N. (3) The reactants are: [NH2:1][C:2]1[CH:3]=[CH:4][C:5]([C:8]2[CH:13]=[CH:12][C:11]([C:14]34[CH2:21][CH2:20][C:17]([CH2:22][C:23]([O:25]C)=[O:24])([CH2:18][CH2:19]3)[O:16][CH2:15]4)=[CH:10][CH:9]=2)=[N:6][CH:7]=1.[CH3:27][C:28]1[O:29][C:30]([C:36]([F:39])([F:38])[F:37])=[C:31]([C:33](O)=[O:34])[N:32]=1.CN(C(ON1N=NC2C=CC=NC1=2)=[N+](C)C)C.F[P-](F)(F)(F)(F)F.[Li+].[OH-]. Given the product [CH3:27][C:28]1[O:29][C:30]([C:36]([F:39])([F:37])[F:38])=[C:31]([C:33]([NH:1][C:2]2[CH:3]=[CH:4][C:5]([C:8]3[CH:13]=[CH:12][C:11]([C:14]45[CH2:21][CH2:20][C:17]([CH2:22][C:23]([OH:25])=[O:24])([CH2:18][CH2:19]4)[O:16][CH2:15]5)=[CH:10][CH:9]=3)=[N:6][CH:7]=2)=[O:34])[N:32]=1, predict the reactants needed to synthesize it. (4) Given the product [C:16]1([CH3:15])[CH:22]=[CH:21][CH:20]=[C:18]([NH:19][C:4]([C:6]2[CH:11]=[C:10]([C:12]#[N:13])[CH:9]=[C:8]([CH3:14])[N:7]=2)=[O:5])[CH:17]=1, predict the reactants needed to synthesize it. The reactants are: C(O[C:4]([C:6]1[CH:11]=[C:10]([C:12]#[N:13])[CH:9]=[C:8]([CH3:14])[N:7]=1)=[O:5])C.[CH3:15][C:16]1[CH:17]=[C:18]([CH:20]=[CH:21][CH:22]=1)[NH2:19]. (5) Given the product [NH:1]1[C:5]2[CH:6]=[CH:7][CH:8]=[CH:9][C:4]=2[N:3]=[C:2]1[CH:10]([NH:11][CH:12]1[CH2:13][CH2:14][N:15]([CH3:18])[CH2:16][CH2:17]1)[C:25]1[CH:24]=[CH:23][CH:22]=[C:21]([C:20]([F:30])([F:29])[F:19])[CH:26]=1, predict the reactants needed to synthesize it. The reactants are: [NH:1]1[C:5]2[CH:6]=[CH:7][CH:8]=[CH:9][C:4]=2[N:3]=[C:2]1[CH:10]=[N:11][CH:12]1[CH2:17][CH2:16][N:15]([CH3:18])[CH2:14][CH2:13]1.[F:19][C:20]([F:30])([F:29])[C:21]1[CH:22]=[C:23]([Mg]Br)[CH:24]=[CH:25][CH:26]=1.O.